This data is from Catalyst prediction with 721,799 reactions and 888 catalyst types from USPTO. The task is: Predict which catalyst facilitates the given reaction. (1) Reactant: [O:1]1[C:10]2[CH:9]=[C:8]([CH2:11][N:12]([CH:20]3[CH2:25][CH2:24][N:23]([CH2:26][CH:27](O)[CH2:28][CH2:29][N:30]4[C:35](=[O:36])[CH:34]=[N:33][C:32]5[CH:37]=[CH:38][C:39]([O:41]C)=[N:40][C:31]4=5)[CH2:22][CH2:21]3)[C:13](=[O:19])[O:14][C:15]([CH3:18])([CH3:17])[CH3:16])[N:7]=[CH:6][C:5]=2[O:4][CH2:3][CH2:2]1.CS(OS(C)(=O)=O)(=O)=O.C(N(C(C)C)CC)(C)C. Product: [O:1]1[C:10]2[CH:9]=[C:8]([CH2:11][N:12]([CH:20]3[CH2:21][CH2:22][N:23]([CH2:26][CH:27]4[N:40]5[C:31]6[N:30]([C:35](=[O:36])[CH:34]=[N:33][C:32]=6[CH:37]=[CH:38][C:39]5=[O:41])[CH2:29][CH2:28]4)[CH2:24][CH2:25]3)[C:13](=[O:19])[O:14][C:15]([CH3:18])([CH3:17])[CH3:16])[N:7]=[CH:6][C:5]=2[O:4][CH2:3][CH2:2]1. The catalyst class is: 22. (2) Product: [CH:26]1[C:25]2[C:19]([N:16]3[CH2:15][CH2:14][N:13]([CH2:12][CH2:11][O:10][CH2:9][CH2:8][OH:7])[CH2:18][CH2:17]3)=[N:20][C:21]3[CH:33]=[CH:32][CH:31]=[CH:30][C:22]=3[S:23][C:24]=2[CH:29]=[CH:28][CH:27]=1. Reactant: O1CCCCC1[O:7][CH2:8][CH2:9][O:10][CH2:11][CH2:12][N:13]1[CH2:18][CH2:17][N:16]([C:19]2=[N:20][C:21]3[CH:33]=[CH:32][CH:31]=[CH:30][C:22]=3[S:23][C:24]3[CH:29]=[CH:28][CH:27]=[CH:26][C:25]2=3)[CH2:15][CH2:14]1.C1(C)C=CC=CC=1.Cl. The catalyst class is: 6.